Dataset: Human Reference Interactome with 51,813 positive PPI pairs across 8,248 proteins, plus equal number of experimentally-validated negative pairs. Task: Binary Classification. Given two protein amino acid sequences, predict whether they physically interact or not. (1) Protein 1 (ENSG00000172568) has sequence MNIEVGNISYTGAIISWSSSEPCLEDYYHIMYRPNWNSIFSGYLRYSFHHEEKVPRTISSVVLEHLAPSTLYFLCISCKKAAFPYRHYCTMFHTLDKSPLAPGSSLVDPQISLWVLMAILLACFTAVLAFICLQFWCVRCHEPRWSYRAGHMEEANGLVRWPEEAPDLGQREEDLQGLPLVEMPRKNSRDGAELDPEANQDAPDAGALQRGGGDPPAILPHCGE*MNIEVGNISYTGAIISWSSSEPCLEDYYHIMYRPNWNSIFSGYLRYSFHHEEKVPRTISSVVLEHLAPSTLYFLC.... Protein 2 (ENSG00000186458) has sequence MKFLLLVLAALGFLTQVIPASAGGSKCVSNTPGYCRTCCHWGETALFMCNASRKCCISYSFLPKPDLPQLIGNHWQSRRRNTQRKDKKQQTTVTS*. Result: 1 (the proteins interact). (2) Protein 1 (ENSG00000047932) has sequence MSAGGPCPAAAGGGPGGASCSVGAPGGVSMFRWLEVLEKEFDKAFVDVDLLLGEIDPDQADITYEGRQKMTSLSSCFAQLCHKAQSVSQINHKLEAQLVDLKSELTETQAEKVVLEKEVHDQLLQLHSIQLQLHAKTGQSADSGTIKAKLERELEANKKEKMKEAQLEAEVKLLRKENEALRRHIAVLQAEVYGARLAAKYLDKELAGRVQQIQLLGRDMKGPAHDKLWNQLEAEIHLHRHKTVIRACRGRNDLKRPMQAPPGHDQDSLKKSQGVGPIRKVLLLKEDHEGLGISITGGKE.... Protein 2 (ENSG00000165188) has sequence MAEQQGRELEAECPVCWNPFNNTFHTPKMLDCCHSFCVECLAHLSLVTPARRRLLCPLCRQPTVLASGQPVTDLPTDTAMLALLRLEPHHVILEGHQLCLKDQPKSRYFLRQPQVYTLDLGPQPGGQTGPPPDTASATVSTPILIPSHHSLRECFRNPQFRIFAYLMAVILSVTLLLIFSIFWTKQFLWGVG*. Result: 1 (the proteins interact). (3) Protein 1 (ENSG00000088448) has sequence MSAAGAGAGVEAGFSSEELLSLRFPLHRACRDGDLATLCSLLQQTPHAHLASEDSFYGWTPVHWAAHFGKLECLVQLVRAGATLNVSTTRYAQTPAHIAAFGGHPQCLVWLIQAGANINKPDCEGETPIHKAARSGSLECISALVANGAHVDLRNASGLTAADIAQTQGFQECAQFLLNLQNCHLNHFYNNGILNGGHQNVFPNHISVGTNRKRCLEDSEDFGVKKARTEAQSLDSAVPLTNGDTEDDADKMHVDREFAVVTDMKNSSSVSNTLTNGCVINGHLDFPSTTPLSGMESRNG.... Protein 2 (ENSG00000198498) has sequence MPKAPKGKSAGREKKVIHPYSRKAAQITREAHKQEKKEKLKNEKALRLNLVGEKLQWFQNHLDPQKKRYSKKDACELIERYLNRFSSELEQIELHNSIRDRQGRRHCSRETVIKQTMERERQQFEGYGLEIPDILNASNLKTFREWDFDLKKLPNIKMRKICANDAIPKTCKRKTIITVDQDLGELELNDESSDSDEEMTAVA*MPKAPKGKSAGREKKVIHPYSRKAAQITREAHKQEKKEKLKNEKALRLNLVGEKLQWFQNHLDPQKKRYSKKDACELIERDSRHSKCK*MPKAPKG.... Result: 0 (the proteins do not interact). (4) Protein 1 (ENSG00000103150) has sequence MRGFGPGLTARRLLPLRLPPRPPGPRLASGQAAGALERAMDELLRRAVPPTPAYELREKTPAPAEGQCADFVSFYGGLAETAQRAELLGRLARGFGVDHGQVAEQSAGVLHLRQQQREAAVLLQAEDRLRYALVPRYRGLFHHISKLDGGVRFLVQLRADLLEAQALKLVEGPDVREMNGVLKGMLSEWFSSGFLNLERVTWHSPCEVLQKISEAEAVHPVKNWMDMKRRVGPYRRCYFFSHCSTPGEPLVVLHVALTGDISSNIQAIVKEHPPSETEEKNKITAAIFYSISLTQQGLQG.... Protein 2 (ENSG00000205517) has sequence MERTAGKELALAPLQDWGEETEDGAVYSVSLRRQRSQRRSPAEGPGGSQAPSPIANTFLHYRTSKVRVLRAARLERLVGELVFGDREQDPSFMPAFLATYRTFVPTACLLGFLLPPMPPPPPPGVEIKKTAVQDLSFNKNLRAVVSVLGSWLQDHPQDFRDHPAHSDLGSVRTFLGWAAPGSAEAQKAEKLLEDFLEEAEREQEEEPPQVWTGPPRVAQTSDPDSSEACAEEEEGLMPQGPQLLDFSVDEVAEQLTLIDLELFSKVRLYECLGSVWSQRDRPGAAGASPTVRATVAQFNT.... Result: 0 (the proteins do not interact). (5) Protein 1 (ENSG00000169499) has sequence MPYVDRQNRICGFLDIEEHENSGKFLRRYFILDTQANCLLWYMDNPQNLAMGAGAVGALQLTYISKVSIATPKQKPKTPFCFVINALSQRYFLQANDQKDMKDWVEALNQASKITMPYVDRQNRICGFLDIEEHENSGKFLRRYFILDTQANCLLWYMDNPQNLAMGAGAVGALQLTYISKVSIATPKQKPKTPFCFVINALSQRYFLQANDQKDMKDWVEALNQASKITVPKGGGLPMTTEVLKSLAAPPALEKKPQVAYKTEIIGGVVVHTPISQNGGDGQEGSEPGSHTILRRSQSY.... Protein 2 (ENSG00000013364) has sequence MATEEFIIRIPPYHYIHVLDQNSNVSRVEVGPKTYIRQDNERVLFAPMRMVTVPPRHYCTVANPVSRDAQGLVLFDVTGQVRLRHADLEIRLAQDPFPLYPGEVLEKDITPLQVVLPNTALHLKALLDFEDKDGDKVVAGDEWLFEGPGTYIPRKEVEVVEIIQATIIRQNQALRLRARKECWDRDGKERVTGEEWLVTTVGAYLPAVFEEVLDLVDAVILTEKTALHLRARRNFRDFRGVSRRTGEEWLVTVQDTEAHVPDVHEEVLGVVPITTLGPHNYCVILDPVGPDGKNQLGQKR.... Result: 0 (the proteins do not interact). (6) Protein 1 (ENSG00000171217) has sequence MASAGLQLLAFILALSGVSGVLTATLLPNWKVNVDVDSNIITAIVQLHGLWMDCTWYSTGMFSCALKHSILSLPIHVQAARATMVLACVLSALGICTSTVGMKCTRLGGDRETKSHASFAGGVCFMSAGISSLISTVWYTKEIIANFLDLTVPESNKHEPGGAIYIGFISAMLLFISGMIFCTSCIKRNPEARLDPPTQQPISNTQLENNSTHNLKDYV*. Protein 2 (ENSG00000133027) has sequence MKRSGNPGAEVTNSSVAGPDCCGGLGNIDFRQADFCVMTRLLGYVDPLDPSFVAAVITITFNPLYWNVVARWEHKTRKLSRAFGSPYLACYSLSVTILLLNFLRSHCFTQAMLSQPRMESLDTPAAYSLGLALLGLGVVLVLSSFFALGFAGTFLGDYFGILKEARVTVFPFNILDNPMYWGSTANYLGWAIMHASPTGLLLTVLVALTYIVALLYEEPFTAEIYRQKASGSHKRS*MTRLLGYVDPLDPSFVAAVITITFNPLYWNVVARWEHKTRKLSRAFGSPYLACYSLSVTILLL.... Result: 0 (the proteins do not interact). (7) Protein 1 (ENSG00000066735) has sequence MHLLQAPASHEDLDAPHGGPSLAPPSTTTSSRDTPGPAGPAGRQPGRAGPDRTKGLAWSPGPSVQVSVAPAGLGGALSTVTIQAQQCLEGMWSVSRVNSFLPPACLAEAAVAAVAVADTVRECPPVAGPDGLSKAWGRGGVCTSALVTPTPGSVGGSTGPSAAASFFIRAMQKLSLASKRKKPHPPPPPATRGTSTYPTDFSGVLQLWPPPAPPCLLRAASKTKDNPGSIGKVKVMLRIWPAQGAQRSAEAMSFLKVDPRKKQVILYDPAAGPPGSAGPRRAATAAVPKMFAFDAVFPQD.... Protein 2 (ENSG00000137501) has sequence MIDLSFLTEEEQEAIMKVLQRDAALKRAEEERVRHLPEKIKDDQQLKNMSGQWFYEAKAKRHRDKIHGADIIRASMRKKRPQIAAEQSKDRENGAKESWVNNVNKDAFLPPELAGVVEEPEEDAAPASPSSSVVNPASSVIDMSQENTRKPNVSPEKQRKNPFNSSKLPEGHSSQQTKNEQSKNGRTGLFQTSKEDELSESKEKSTVADTSIQKLEKSKQTLPGLSNGSQIKAPIPKARKMIYKSTDLNKDDNQSFPRQRTDSLKARGAPRGILKRNSSSSSTDSETLRYNHNFEPKSKI.... Result: 0 (the proteins do not interact). (8) Protein 1 (ENSG00000162438) has sequence MLGITVLAALLACATPGPTVWPWERTTWRWKTKKDPCLWVWTPSTSTRDGMPSCCAMILPSSSLQSMWS*MLGITVLAALLACASSCGVPSFPPNLSARVVGGEDARPHSWPWQISLQYLKNDTWRHTCGGTLIASNFVLTAAHCISNTRTYRVAVGKNNLEVEDEEGSLFVGVDTIHVHKRWNALLLRNDIALIKLAEHVELSDTIQVACLPEKDSLLPKDYPCYVTGWGRLWTNGPIADKLQQGLQPVVDHATCSRIDWWGFRVKKTMVCAGGDGVISACNGDSGGPLNCQLENGSWE.... Protein 2 (ENSG00000283977) has sequence MERQQQQQQQLRNLRDFLLVYNRMTELCFQRCVPSLHHRALDAEEEACLHSCAGKLIHSNHRLMAAYVQLMPALVQRRIADYEAASAVPGVAAEQPGVSPSGS*MERQQQQQQQLRNEACLHSCAGKLIHSNHRLMAAYVQLMPALVQRRIADYEAASAVPGVAAEQPGVSPSGS*. Result: 0 (the proteins do not interact). (9) Protein 1 (ENSG00000177432) has sequence MADSENQGPAEPSQAAAAAEAAAEEVMAEGGAQGGDCDSAAGDPDSAAGQMAEEPQTPAENAPKPKNDFIESLPNSVKCRVLALKKLQKRCDKIEAKFDKEFQALEKKYNDIYKPLLAKIQELTGEMEGCAWTLEGEEEEEEEYEDDEEEGEDEEEEEAAAEAAAGAKHDDAHAEMPDDAKK*. Protein 2 (ENSG00000143614) has sequence MDRMTEDALRLNLLKRSLDPADERDDVLAKRLKMEGHEAMERLKMLALLKRKDLANLEVPHELPTKQDGSGVKGYEEKLNGNLRPHGDNRTAGRPGKENINDEPVDMSARRSEPERGRLTPSPDIIVLSDNEASSPRSSSRMEERLKAANLEMFKGKGIEERQQLIKQLRDELRLEEARLVLLKKLRQSQLQKENVVQKTPVVQNAASIVQPSPAHVGQQGLSKLPSRPGAQGVEPQNLRTLQGHSVIRSATNTTLPHMLMSQRVIAPNPAQLQGQRGPPKPGLVRTTTPNMNPAINYQP.... Result: 0 (the proteins do not interact). (10) Protein 1 (ENSG00000112763) has sequence MESAAALHFSRPASLLLLLLSLCALVSAQFIVVGPTDPILATVGENTTLRCHLSPEKNAEDMEVRWFRSQFSPAVFVYKGGRERTEEQMEEYRGRTTFVSKDISRGSVALVIHNITAQENGTYRCYFQEGRSYDEAILHLVVAGLGSKPLISMRGHEDGGIRLECISRGWYPKPLTVWRDPYGGVAPALKEVSMPDADGLFMVTTAVIIRDKSVRNMSCSINNTLLGQKKESVIFIPESFMPSVSPCAVALPIIVVILMIPIAVCIYWINKLQKEKKILSGEKEFERETREIALKELEKE.... Protein 2 (ENSG00000110719) has sequence MGSMFRSEEVALVQLFLPTAAAYTCVSRLGELGLVEFRDLNASVSAFQRRFVVDVRRCEELEKTFTFLQEEVRRAGLVLPPPKGRLPAPPPRDLLRIQEETERLAQELRDVRGNQQALRAQLHQLQLHAAVLRQGHEPQLAAAHTDGASERTPLLQAPGGPHQDLRVNFVAGAVEPHKAPALERLLWRACRGFLIASFRELEQPLEHPVTGEPATWMTFLISYWGEQIGQKIRKITDCFHCHVFPFLQQEEARLGALQQLQQQSQELQEVLGETERFLSQVLGRVLQLLPPGQVQVHKMK.... Result: 0 (the proteins do not interact).